This data is from Human liver microsome stability data. The task is: Regression/Classification. Given a drug SMILES string, predict its absorption, distribution, metabolism, or excretion properties. Task type varies by dataset: regression for continuous measurements (e.g., permeability, clearance, half-life) or binary classification for categorical outcomes (e.g., BBB penetration, CYP inhibition). Dataset: hlm. (1) The molecule is O=C(N[C@H](Cc1c[nH]c2ccccc12)C(=O)Nc1ccncc1)c1ccc(-c2ccc(C(F)(F)F)c(F)c2)cc1F. The result is 0 (unstable in human liver microsomes). (2) The drug is COc1cccc(CNC(=O)c2cn(CCCO)c3cc(-c4cn[nH]c4)ccc23)c1. The result is 1 (stable in human liver microsomes). (3) The compound is Cc1ccc(NC(=O)c2ccc(C(=O)N(C)C)cc2)cc1Nc1nccc(-c2cccnc2)n1. The result is 0 (unstable in human liver microsomes). (4) The drug is CC=C1NC(=O)[C@@H](NC(=O)[C@H](CCC(N)=O)NC(=O)CCCCC)[C@@H](C)OC(=O)[C@H](C(C)C)NC(=O)[C@H](Cc2ccc(O)cc2)N(C)C(=O)[C@H](Cc2ccccc2)N2C(=O)[C@H](CC[C@H]2O)NC1=O. The result is 0 (unstable in human liver microsomes). (5) The compound is COc1ccc(CCN2C(=O)N(NS(C)(=O)=O)CC2c2ccc(C)c(C)c2)cc1. The result is 1 (stable in human liver microsomes). (6) The drug is Cc1cc(-c2ncc(C(=O)c3cccc(O)c3)s2)ccc1O. The result is 0 (unstable in human liver microsomes). (7) The compound is O=C(NOCCO)c1cc(CN2OCCOC2=O)c(F)c(F)c1Nc1ccc(I)cc1F. The result is 0 (unstable in human liver microsomes).